From a dataset of Forward reaction prediction with 1.9M reactions from USPTO patents (1976-2016). Predict the product of the given reaction. (1) Given the reactants [Cl-].[Al+3].[Cl-].[Cl-].[N-]=[N+]=[N-].[Na+].[CH3:9][C:10]1[C:15]([C:16](F)(F)F)=[CH:14][CH:13]=[CH:12][C:11]=1[N:20]1[C:24](=[O:25])[N:23](C)[N:22]=[N:21]1.N([O-])=O.[Na+].Cl.CN(C)[CH:34]=[O:35], predict the reaction product. The product is: [CH3:34][O:35][CH2:9][C:10]1[C:15]([CH3:16])=[CH:14][CH:13]=[CH:12][C:11]=1[N:20]1[C:24](=[O:25])[NH:23][N:22]=[N:21]1. (2) Given the reactants Cl[CH2:2][CH2:3][NH:4][C:5](=[O:41])[NH:6][CH2:7][CH2:8][CH2:9][O:10][C:11]1[CH:40]=[CH:39][C:14]([C:15]([N:17]2[C:26]3[C:21](=[CH:22][CH:23]=[CH:24][CH:25]=3)[C@H:20]([N:27]([C:31]3[CH:36]=[CH:35][C:34]([Cl:37])=[CH:33][CH:32]=3)[C:28](=[O:30])[CH3:29])[CH2:19][C@@H:18]2[CH3:38])=[O:16])=[CH:13][CH:12]=1.C([O-])([O-])=O.[Cs+].[Cs+], predict the reaction product. The product is: [Cl:37][C:34]1[CH:35]=[CH:36][C:31]([N:27]([C@H:20]2[C:21]3[C:26](=[CH:25][CH:24]=[CH:23][CH:22]=3)[N:17]([C:15](=[O:16])[C:14]3[CH:39]=[CH:40][C:11]([O:10][CH2:9][CH2:8][CH2:7][N:6]4[CH2:2][CH2:3][NH:4][C:5]4=[O:41])=[CH:12][CH:13]=3)[C@@H:18]([CH3:38])[CH2:19]2)[C:28](=[O:30])[CH3:29])=[CH:32][CH:33]=1. (3) Given the reactants [Cl:1]N1C(=O)CCC1=O.[C:9]1([S:15]([N:18]2[C:26]3[C:21](=[C:22]4[CH2:31][N:30]([C:32]([O:34][C:35]([CH3:38])([CH3:37])[CH3:36])=[O:33])[CH2:29][CH2:28][O:27][C:23]4=[CH:24][CH:25]=3)[CH:20]=[CH:19]2)(=[O:17])=[O:16])[CH:14]=[CH:13][CH:12]=[CH:11][CH:10]=1, predict the reaction product. The product is: [Cl:1][C:20]1[C:21]2[C:26](=[CH:25][CH:24]=[C:23]3[O:27][CH2:28][CH2:29][N:30]([C:32]([O:34][C:35]([CH3:38])([CH3:37])[CH3:36])=[O:33])[CH2:31][C:22]3=2)[N:18]([S:15]([C:9]2[CH:14]=[CH:13][CH:12]=[CH:11][CH:10]=2)(=[O:17])=[O:16])[CH:19]=1. (4) Given the reactants C([O-])([O-])=O.[Cs+].[Cs+].[S:7]1[C:11]2[CH:12]=[CH:13][CH:14]=[CH:15][C:10]=2[N:9]=[C:8]1[N:16]([CH2:43][O:44][CH2:45][CH2:46][Si:47]([CH3:50])([CH3:49])[CH3:48])[C:17]([C:19]1[CH:20]=[CH:21][CH:22]=[C:23]2[C:28]=1[CH2:27][N:26]([C:29]1[N:34]=[C:33]([C:35]([O:37][C:38]([CH3:41])([CH3:40])[CH3:39])=[O:36])[C:32](Br)=[CH:31][CH:30]=1)[CH2:25][CH2:24]2)=[O:18].C1(P(C2CCCCC2)C2C=CC=CC=2C2C(C(C)C)=CC(C(C)C)=CC=2C(C)C)CCCCC1.[CH2:85]([O:88][C:89]1[CH:94]=[CH:93][CH:92]=[CH:91][CH:90]=1)[C:86]#[CH:87], predict the reaction product. The product is: [S:7]1[C:11]2[CH:12]=[CH:13][CH:14]=[CH:15][C:10]=2[N:9]=[C:8]1[N:16]([CH2:43][O:44][CH2:45][CH2:46][Si:47]([CH3:50])([CH3:49])[CH3:48])[C:17]([C:19]1[CH:20]=[CH:21][CH:22]=[C:23]2[C:28]=1[CH2:27][N:26]([C:29]1[N:34]=[C:33]([C:35]([O:37][C:38]([CH3:41])([CH3:40])[CH3:39])=[O:36])[C:32]([C:87]#[C:86][CH2:85][O:88][C:89]3[CH:94]=[CH:93][CH:92]=[CH:91][CH:90]=3)=[CH:31][CH:30]=1)[CH2:25][CH2:24]2)=[O:18]. (5) Given the reactants [CH2:1]1[NH:6][C:4](=[O:5])[NH:3][CH2:2]1.C[O:8][C:9](=[O:18])[C:10]1[CH:15]=[C:14](I)[CH:13]=[CH:12][C:11]=1Br.[Cl:19][C:20]1[CH:25]=[CH:24][C:23]([C@H:26]2[C@:28]3([C:36]4[C:31](=[CH:32][CH:33]=[CH:34][CH:35]=4)[NH:30][C:29]3=[O:37])[CH2:27]2)=[CH:22][CH:21]=1, predict the reaction product. The product is: [Cl:19][C:20]1[CH:21]=[CH:22][C:23]([C@@H:26]2[C@@:28]3([C:36]4[C:31](=[CH:32][CH:33]=[CH:34][CH:35]=4)[N:30]([C:14]4[CH:15]=[C:10]([CH:11]=[C:12]([N:3]5[CH2:2][CH2:1][NH:6][C:4]5=[O:5])[CH:13]=4)[C:9]([OH:8])=[O:18])[C:29]3=[O:37])[CH2:27]2)=[CH:24][CH:25]=1. (6) Given the reactants Cl.[C:2]([CH:6]1[CH2:11][CH2:10][NH:9][CH2:8][CH2:7]1)([CH3:5])([CH3:4])[CH3:3], predict the reaction product. The product is: [C:2]([CH:6]1[CH2:11][CH2:10][NH:9][CH2:8][CH2:7]1)([CH3:5])([CH3:4])[CH3:3]. (7) Given the reactants Cl[CH2:2][C:3]([NH:5][C@H:6]([C:16]1[C:21]([C:22]2[CH:23]=[CH:24][C:25]([F:31])=[C:26]([CH:30]=2)[C:27]([NH2:29])=[O:28])=[CH:20][CH:19]=[CH:18][N:17]=1)[CH2:7][C:8]1[CH:13]=[C:12]([F:14])[CH:11]=[C:10]([F:15])[CH:9]=1)=[O:4].[Br:32][C:33]1[C:34]([C:39]([F:42])([F:41])[F:40])=[N:35][NH:36][C:37]=1[CH3:38], predict the reaction product. The product is: [Br:32][C:33]1[C:34]([C:39]([F:41])([F:40])[F:42])=[N:35][N:36]([CH2:2][C:3]([NH:5][C@H:6]([C:16]2[C:21]([C:22]3[CH:23]=[CH:24][C:25]([F:31])=[C:26]([CH:30]=3)[C:27]([NH2:29])=[O:28])=[CH:20][CH:19]=[CH:18][N:17]=2)[CH2:7][C:8]2[CH:13]=[C:12]([F:14])[CH:11]=[C:10]([F:15])[CH:9]=2)=[O:4])[C:37]=1[CH3:38]. (8) Given the reactants [C:1]([O:5][C:6](=[O:23])[NH:7][C:8]1[CH:13]=[CH:12][C:11]([C:14]2[CH:19]=[CH:18][C:17]([C:20]#[N:21])=[CH:16][CH:15]=2)=[CH:10][C:9]=1[NH2:22])([CH3:4])([CH3:3])[CH3:2].CC1(C)[O:30][C:29]([C:31]2[CH:32]=[C:33]([CH:36]=[CH:37][CH:38]=2)[C:34]#[N:35])=[CH:28][C:27](=O)[O:26]1, predict the reaction product. The product is: [C:1]([O:5][C:6](=[O:23])[NH:7][C:8]1[CH:13]=[CH:12][C:11]([C:14]2[CH:19]=[CH:18][C:17]([C:20]#[N:21])=[CH:16][CH:15]=2)=[CH:10][C:9]=1[NH:22][C:27](=[O:26])[CH2:28][C:29]([C:31]1[CH:38]=[CH:37][CH:36]=[C:33]([C:34]#[N:35])[CH:32]=1)=[O:30])([CH3:4])([CH3:2])[CH3:3]. (9) Given the reactants CC(C)([O-])C.[K+].[Br:7][C:8]1[C:17]([Cl:18])=[C:16]2[C:11]([CH2:12][CH2:13][NH:14][C:15]2=[O:19])=[CH:10][CH:9]=1.[CH2:20]([O:27][C:28]1[C:33]([CH2:34]Cl)=[C:32]([CH3:36])[CH:31]=[C:30]([CH3:37])[N:29]=1)[C:21]1[CH:26]=[CH:25][CH:24]=[CH:23][CH:22]=1, predict the reaction product. The product is: [CH2:20]([O:27][C:28]1[C:33]([CH2:34][N:14]2[CH2:13][CH2:12][C:11]3[C:16](=[C:17]([Cl:18])[C:8]([Br:7])=[CH:9][CH:10]=3)[C:15]2=[O:19])=[C:32]([CH3:36])[CH:31]=[C:30]([CH3:37])[N:29]=1)[C:21]1[CH:26]=[CH:25][CH:24]=[CH:23][CH:22]=1. (10) Given the reactants [CH3:1][C:2]1[C:7]([C:8]([O:10][CH2:11][CH3:12])=[O:9])=[CH:6][N:5]=[C:4]([S:13][CH3:14])[N:3]=1.[O:15]1CCOCC1, predict the reaction product. The product is: [CH:1]([C:2]1[C:7]([C:8]([O:10][CH2:11][CH3:12])=[O:9])=[CH:6][N:5]=[C:4]([S:13][CH3:14])[N:3]=1)=[O:15].